From a dataset of Full USPTO retrosynthesis dataset with 1.9M reactions from patents (1976-2016). Predict the reactants needed to synthesize the given product. (1) Given the product [CH3:26][N:27]1[C:35]([CH3:36])=[C:34]2[C:29]([CH:30]=[C:31]([NH:37][C:2]3[N:7]=[C:6]([NH:8][CH:9]4[CH2:10][CH:11]5[CH2:15][N:14]([C:16]([O:18][C:19]([CH3:22])([CH3:20])[CH3:21])=[O:17])[CH2:13][CH:12]5[CH2:23]4)[C:5]([CH3:24])=[CH:4][N:3]=3)[CH:32]=[CH:33]2)=[N:28]1, predict the reactants needed to synthesize it. The reactants are: Cl[C:2]1[N:7]=[C:6]([NH:8][CH:9]2[CH2:23][CH:12]3[CH2:13][N:14]([C:16]([O:18][C:19]([CH3:22])([CH3:21])[CH3:20])=[O:17])[CH2:15][CH:11]3[CH2:10]2)[C:5]([CH3:24])=[CH:4][N:3]=1.Cl.[CH3:26][N:27]1[C:35]([CH3:36])=[C:34]2[C:29]([CH:30]=[C:31]([NH2:37])[CH:32]=[CH:33]2)=[N:28]1.CCN(C(C)C)C(C)C. (2) Given the product [NH2:43][C@H:40]1[CH2:41][CH2:42][C@H:37]([NH:44][C:2]2[CH:3]=[C:4]([NH:21][C:22]3[CH:23]=[CH:24][CH:25]=[CH:26][CH:27]=3)[C:5]3[N:6]([C:8]([C:11]([NH:13][C:14]4[CH:19]=[CH:18][N:17]=[C:16]([CH3:20])[CH:15]=4)=[O:12])=[CH:9][N:10]=3)[N:7]=2)[CH2:38][CH2:39]1, predict the reactants needed to synthesize it. The reactants are: Cl[C:2]1[CH:3]=[C:4]([N:21](CC2C=CC(OC)=CC=2)[C:22]2[CH:27]=[CH:26][CH:25]=[CH:24][CH:23]=2)[C:5]2[N:6]([C:8]([C:11]([NH:13][C:14]3[CH:19]=[CH:18][N:17]=[C:16]([CH3:20])[CH:15]=3)=[O:12])=[CH:9][N:10]=2)[N:7]=1.[C@H:37]1([NH2:44])[CH2:42][CH2:41][C@H:40]([NH2:43])[CH2:39][CH2:38]1. (3) Given the product [F:1][C:2]1[CH:3]=[C:4]([C:12]2[C:13]3[CH:20]([CH2:21][C:22]([O:24][CH2:26][CH3:31])=[O:23])[CH2:19][CH2:18][C:14]=3[CH:15]=[N:16][CH:17]=2)[CH:5]=[CH:6][C:7]=1[C:8]([F:10])([F:9])[F:11], predict the reactants needed to synthesize it. The reactants are: [F:1][C:2]1[CH:3]=[C:4]([C:12]2[C:13]3[CH:20]([CH2:21][C:22]([OH:24])=[O:23])[CH2:19][CH2:18][C:14]=3[CH:15]=[N:16][CH:17]=2)[CH:5]=[CH:6][C:7]=1[C:8]([F:11])([F:10])[F:9].F[C:26]1C=C(C2C3CCC(CC(O)=O)C=3C=NC=2)C=C[C:31]=1C(F)(F)F.C(N(CC)C(C)C)(C)C.CN(C(ON1N=NC2C=CC=NC1=2)=[N+](C)C)C.F[P-](F)(F)(F)(F)F.